Dataset: CYP2D6 inhibition data for predicting drug metabolism from PubChem BioAssay. Task: Regression/Classification. Given a drug SMILES string, predict its absorption, distribution, metabolism, or excretion properties. Task type varies by dataset: regression for continuous measurements (e.g., permeability, clearance, half-life) or binary classification for categorical outcomes (e.g., BBB penetration, CYP inhibition). Dataset: cyp2d6_veith. (1) The molecule is CCCn1nc2cc(C(=O)NCCCCc3ccccc3)ccc2c1OCC. The result is 1 (inhibitor). (2) The compound is Cc1ccccc1/C=C\C1=NCCN1. The result is 1 (inhibitor). (3) The molecule is CCCn1nnnc1NC(=O)c1ccc(C)cc1Cl. The result is 0 (non-inhibitor). (4) The compound is C[N+]1([C@H](CO)Cc2c[nH]c3ccccc23)Cc2ccccc2C1.O=S(=O)(O)c1ccccc1. The result is 1 (inhibitor). (5) The compound is CCNc1ncc2nc(-c3cn(C)c4ccccc34)c(=O)n(CCC#N)c2n1. The result is 1 (inhibitor). (6) The molecule is COC(=O)c1cnn(C(=O)c2cc(OC)ccc2Br)c1N. The result is 0 (non-inhibitor).